Dataset: Catalyst prediction with 721,799 reactions and 888 catalyst types from USPTO. Task: Predict which catalyst facilitates the given reaction. (1) Reactant: [CH:1]1[CH:9]=[C:8](Cl)[C:7]2[C:3](=[N:4][O:5][N:6]=2)[C:2]=1[N+:11]([O-:13])=[O:12].P([O-])([O-])([O-])=O.[Na+].[Na+].[Na+].[CH2:22](O)[CH2:23][OH:24].[OH-].[Na+].[NH4+].[Cl-]. Product: [CH2:23]([O:24][C:8]1[C:7]2[C:3](=[N:4][O:5][N:6]=2)[C:2]([N+:11]([O-:13])=[O:12])=[CH:1][CH:9]=1)[CH3:22]. The catalyst class is: 8. (2) Reactant: CCN(CC)CC.[C:8](Cl)(=[O:15])[C:9]1[CH:14]=[CH:13][CH:12]=[CH:11][CH:10]=1.Cl.[CH3:18][C:19]([C:23]1[CH:28]=[CH:27][CH:26]=[CH:25][CH:24]=1)([CH3:22])[CH2:20][NH2:21]. Product: [CH3:22][C:19]([C:23]1[CH:28]=[CH:27][CH:26]=[CH:25][CH:24]=1)([CH3:18])[CH2:20][NH:21][C:8](=[O:15])[C:9]1[CH:14]=[CH:13][CH:12]=[CH:11][CH:10]=1. The catalyst class is: 2. (3) Reactant: Cl.[NH2:2][CH:3]([C:9]([O:11][CH2:12][CH3:13])=[O:10])[C:4]([O:6][CH2:7][CH3:8])=[O:5].C(N(CC)CC)C.[C:21](OC(=O)C)(=[O:23])[CH3:22]. Product: [C:21]([NH:2][CH:3]([C:4]([O:6][CH2:7][CH3:8])=[O:5])[C:9]([O:11][CH2:12][CH3:13])=[O:10])(=[O:23])[CH3:22]. The catalyst class is: 4. (4) Reactant: [CH2:1]([O:3][CH2:4][C:5]1[N:6]([CH2:24][CH2:25][CH2:26][O:27][CH:28]([CH3:30])[CH3:29])[C:7]2[C:16]3[CH:15]=[CH:14][C:13]([N:17]4[CH2:22][CH2:21][O:20][CH2:19][CH2:18]4)=[CH:12][C:11]=3[N:10]=[CH:9][C:8]=2[N:23]=1)[CH3:2].C(#N)C1C=CC=CC=1.C(=O)(O)[O-:40].[Na+].OO. Product: [CH2:1]([O:3][CH2:4][C:5]1[N:6]([CH2:24][CH2:25][CH2:26][O:27][CH:28]([CH3:29])[CH3:30])[C:7]2[C:16]3[CH:15]=[CH:14][C:13]([N:17]4[CH2:22][CH2:21][O:20][CH2:19][CH2:18]4)=[CH:12][C:11]=3[N+:10]([O-:40])=[CH:9][C:8]=2[N:23]=1)[CH3:2]. The catalyst class is: 5. (5) Reactant: O.O.[NH2:3][C:4]1[S:5][CH:6]=[C:7](/[C:9](=[N:27]/[OH:28])/[C:10]([NH:12][CH:13]2[C:25](=[O:26])[N:15]3[C:16]([C:22]([O-:24])=[O:23])=[C:17]([CH:20]=[CH2:21])[CH2:18][S:19][C@H:14]23)=[O:11])[N:8]=1.[K+].S(S([O-])=O)([O-])(=O)=O.[Na+].[Na+]. Product: [NH2:3][C:4]1[S:5][CH:6]=[C:7](/[C:9](=[N:27]/[OH:28])/[C:10]([NH:12][CH:13]2[C:25](=[O:26])[N:15]3[C:16]([C:22]([OH:24])=[O:23])=[C:17]([CH:20]=[CH2:21])[CH2:18][S:19][C@H:14]23)=[O:11])[N:8]=1. The catalyst class is: 6. (6) Reactant: [Cl:1][C:2]1[CH:7]=[CH:6][N:5]=[C:4]([C:8](=[O:10])[CH3:9])[CH:3]=1.[CH2:11](O)[CH2:12][OH:13].C1(C)C=CC(S(O)(=O)=O)=CC=1. Product: [Cl:1][C:2]1[CH:7]=[CH:6][N:5]=[C:4]([C:8]2([CH3:9])[O:13][CH2:12][CH2:11][O:10]2)[CH:3]=1. The catalyst class is: 11. (7) Reactant: Cl.[CH3:2][N:3]1[CH:7]=[C:6]([C:8]2[CH:13]=[CH:12][C:11]([C:14]3[C:23]4[C:18](=[CH:19][CH:20]=[C:21]([C:24](O)=[O:25])[CH:22]=4)[CH:17]=[N:16][CH:15]=3)=[CH:10][CH:9]=2)[CH:5]=[N:4]1.CN(C(ON1N=NC2C=CC=NC1=2)=[N+](C)C)C.F[P-](F)(F)(F)(F)F.[N:51]1([C:57]([O:59][C:60]([CH3:63])([CH3:62])[CH3:61])=[O:58])[CH2:56][CH2:55][NH:54][CH2:53][CH2:52]1.CCN(C(C)C)C(C)C. Product: [CH3:2][N:3]1[CH:7]=[C:6]([C:8]2[CH:13]=[CH:12][C:11]([C:14]3[C:23]4[C:18](=[CH:19][CH:20]=[C:21]([C:24]([N:54]5[CH2:55][CH2:56][N:51]([C:57]([O:59][C:60]([CH3:63])([CH3:62])[CH3:61])=[O:58])[CH2:52][CH2:53]5)=[O:25])[CH:22]=4)[CH:17]=[N:16][CH:15]=3)=[CH:10][CH:9]=2)[CH:5]=[N:4]1. The catalyst class is: 3. (8) Reactant: Cl.[CH3:2][Si:3]1([CH3:9])[CH2:8][CH2:7][NH:6][CH2:5][CH2:4]1.C(N(CC)CC)C.[F:17][C:18]1[CH:23]=[C:22]([N+:24]([O-:26])=[O:25])[CH:21]=[C:20]([F:27])[C:19]=1F.O. Product: [F:17][C:18]1[CH:23]=[C:22]([N+:24]([O-:26])=[O:25])[CH:21]=[C:20]([F:27])[C:19]=1[N:6]1[CH2:7][CH2:8][Si:3]([CH3:9])([CH3:2])[CH2:4][CH2:5]1. The catalyst class is: 25. (9) Reactant: [CH3:1][S:2][C:3]1[N:4]=[C:5]([N:8]2[C:12]3[CH:13]=[CH:14][CH:15]=[CH:16][C:11]=3[NH:10][C:9]2=[O:17])[S:6][CH:7]=1.Br[CH2:19][C:20]([O:22][C:23]([CH3:26])([CH3:25])[CH3:24])=[O:21].[H-].[Na+]. Product: [CH3:1][S:2][C:3]1[N:4]=[C:5]([N:8]2[C:12]3[CH:13]=[CH:14][CH:15]=[CH:16][C:11]=3[N:10]([CH2:19][C:20]([O:22][C:23]([CH3:26])([CH3:25])[CH3:24])=[O:21])[C:9]2=[O:17])[S:6][CH:7]=1. The catalyst class is: 3.